This data is from Forward reaction prediction with 1.9M reactions from USPTO patents (1976-2016). The task is: Predict the product of the given reaction. (1) Given the reactants [CH2:1]([OH:16])[CH2:2][O:3][CH2:4][CH2:5][O:6][CH2:7][CH2:8][O:9][CH2:10][CH2:11][O:12][CH2:13][CH2:14][OH:15].[S:17](Cl)([C:20]1[CH:26]=[CH:25][C:23]([CH3:24])=[CH:22][CH:21]=1)(=[O:19])=[O:18], predict the reaction product. The product is: [CH3:24][C:23]1[CH:25]=[CH:26][C:20]([S:17]([O:15][CH2:14][CH2:13][O:12][CH2:11][CH2:10][O:9][CH2:8][CH2:7][O:6][CH2:5][CH2:4][O:3][CH2:2][CH2:1][OH:16])(=[O:19])=[O:18])=[CH:21][CH:22]=1. (2) Given the reactants [CH:1]([OH:5])([CH2:3][CH3:4])[CH3:2].[NH2:6][CH:7]([C:12]1[CH:17]=[CH:16][CH:15]=[C:14]([F:18])[CH:13]=1)[CH2:8][C:9](O)=[O:10].S(=O)(=O)(O)O.[OH-].[Na+], predict the reaction product. The product is: [NH2:6][CH:7]([C:12]1[CH:17]=[CH:16][CH:15]=[C:14]([F:18])[CH:13]=1)[CH2:8][C:9]([O:5][CH:1]([CH2:3][CH3:4])[CH3:2])=[O:10].